Predict the reactants needed to synthesize the given product. From a dataset of Full USPTO retrosynthesis dataset with 1.9M reactions from patents (1976-2016). The reactants are: [C:1]([C:3]1[C:4]([NH:17][CH2:18][CH2:19][CH3:20])=[N:5][C:6]([NH:9][C:10]2[CH:15]=[CH:14][CH:13]=[C:12]([F:16])[CH:11]=2)=[N:7][CH:8]=1)#[CH:2].[C:21]([O:25][C:26](=[O:33])[NH:27][CH2:28][CH2:29][N:30]=[N+:31]=[N-:32])([CH3:24])([CH3:23])[CH3:22].C(O)(C)(C)C.O=C1O[C@H]([C@H](CO)O)C([O-])=C1O.[Na+]. Given the product [F:16][C:12]1[CH:11]=[C:10]([NH:9][C:6]2[N:5]=[C:4]([NH:17][CH2:18][CH2:19][CH3:20])[C:3]([C:1]3[N:32]=[N:31][N:30]([CH2:29][CH2:28][NH:27][C:26](=[O:33])[O:25][C:21]([CH3:23])([CH3:22])[CH3:24])[CH:2]=3)=[CH:8][N:7]=2)[CH:15]=[CH:14][CH:13]=1, predict the reactants needed to synthesize it.